Task: Predict the reactants needed to synthesize the given product.. Dataset: Full USPTO retrosynthesis dataset with 1.9M reactions from patents (1976-2016) (1) Given the product [Cl:1][C:2]1[CH:3]=[C:4]([NH:9][C:10]2[N:14]=[C:13]([NH:15][CH2:28][C:25]3[CH:26]=[CH:27][C:22]([C:21]([O:20][C:16]([CH3:17])([CH3:19])[CH3:18])=[O:30])=[CH:23][CH:24]=3)[NH:12][N:11]=2)[CH:5]=[C:6]([Cl:8])[CH:7]=1, predict the reactants needed to synthesize it. The reactants are: [Cl:1][C:2]1[CH:3]=[C:4]([NH:9][C:10]2[N:14]=[C:13]([NH2:15])[NH:12][N:11]=2)[CH:5]=[C:6]([Cl:8])[CH:7]=1.[C:16]([O:20][C:21](=[O:30])[C:22]1[CH:27]=[CH:26][C:25]([CH:28]=O)=[CH:24][CH:23]=1)([CH3:19])([CH3:18])[CH3:17].[BH4-].[Na+]. (2) Given the product [F:1][C:2]1[C:25]([O:26][CH3:27])=[CH:24][C:5]2[NH:6][C:7]([C:9]3[C:21]4[C:20]5[C:15](=[CH:16][CH:17]=[CH:18][CH:19]=5)[CH:14]([NH2:22])[C:13]=4[CH:12]=[CH:11][CH:10]=3)=[N:8][C:4]=2[CH:3]=1, predict the reactants needed to synthesize it. The reactants are: [F:1][C:2]1[C:25]([O:26][CH3:27])=[CH:24][C:5]2[NH:6][C:7]([C:9]3[C:21]4[C:20]5[C:15](=[CH:16][CH:17]=[CH:18][CH:19]=5)[C:14](=[N:22]O)[C:13]=4[CH:12]=[CH:11][CH:10]=3)=[N:8][C:4]=2[CH:3]=1.O.C(O)(=O)C. (3) Given the product [CH3:53][N:52]1[C:51](=[O:54])[C:50]2[C:45](=[CH:46][CH:47]=[CH:48][CH:49]=2)[N:44]=[C:43]1[CH2:42][O:34][C:31]1[CH:32]=[CH:33][C:28]([C:19]2[C:20]([C:22]3[CH:23]=[CH:24][N:25]=[CH:26][CH:27]=3)=[CH:21][N:17]([CH3:16])[N:18]=2)=[CH:29][CH:30]=1, predict the reactants needed to synthesize it. The reactants are: O=S1(=O)C2C=CC=CC=2N=C(CCl)N1C.[CH3:16][N:17]1[CH:21]=[C:20]([C:22]2[CH:27]=[CH:26][N:25]=[CH:24][CH:23]=2)[C:19]([C:28]2[CH:33]=[CH:32][C:31]([OH:34])=[CH:30][CH:29]=2)=[N:18]1.C(=O)([O-])[O-].[Cs+].[Cs+].Cl[CH2:42][C:43]1[N:52]([CH3:53])[C:51](=[O:54])[C:50]2[C:45](=[CH:46][CH:47]=[CH:48][CH:49]=2)[N:44]=1. (4) Given the product [CH3:13][C:14]1[O:18][C:17]([CH2:19][NH:20][C:6]2[CH:5]=[CH:4][C:3]3[C:8](=[CH:9][CH:10]=[CH:11][C:2]=3/[CH:21]=[CH:22]/[C:23]3[CH:28]=[CH:27][CH:26]=[CH:25][CH:24]=3)[N:7]=2)=[CH:16][CH:15]=1, predict the reactants needed to synthesize it. The reactants are: Br[C:2]1[CH:11]=[CH:10][CH:9]=[C:8]2[C:3]=1[CH:4]=[CH:5][C:6](Cl)=[N:7]2.[CH3:13][C:14]1[O:18][C:17]([CH2:19][NH2:20])=[CH:16][CH:15]=1.[CH2:21]=[CH:22][C:23]1[CH:28]=[CH:27][CH:26]=[CH:25][CH:24]=1. (5) Given the product [CH2:36]([C:3]([OH:31])([CH2:32][CH3:33])[C:4]([N:7]1[CH:11]=[C:10]([NH:12][C:13](=[O:30])[CH:14]([NH:18][C:19](=[O:29])[CH2:20][C:21]2[CH:26]=[C:25]([F:27])[CH:24]=[C:23]([F:28])[CH:22]=2)[CH2:15][CH2:16][CH3:17])[N:9]=[CH:8]1)([CH3:6])[CH3:5])[CH3:37], predict the reactants needed to synthesize it. The reactants are: CO[C:3](=[O:31])[C:4]([N:7]1[CH:11]=[C:10]([NH:12][C:13](=[O:30])[CH:14]([NH:18][C:19](=[O:29])[CH2:20][C:21]2[CH:26]=[C:25]([F:27])[CH:24]=[C:23]([F:28])[CH:22]=2)[CH2:15][CH2:16][CH3:17])[N:9]=[CH:8]1)([CH3:6])[CH3:5].[CH2:32]([Li])[CH3:33].O1CC[CH2:37][CH2:36]1. (6) Given the product [N+:7]([O-:10])([O-:9])=[O:8].[OH:14][CH:12]([CH3:13])[CH2:11][N+:4]1[CH:5]=[CH:6][N:2]([CH3:1])[CH:3]=1, predict the reactants needed to synthesize it. The reactants are: [CH3:1][N:2]1[CH:6]=[CH:5][N:4]=[CH:3]1.[N+:7]([O-:10])([OH:9])=[O:8].[CH2:11]1[O:14][CH:12]1[CH3:13]. (7) Given the product [CH3:14][O:17][C:22](=[O:23])[C:5]1[CH:9]=[CH:10][C:2]([Cl:1])=[C:3]([S:11]([CH3:25])(=[O:12])=[O:13])[CH:4]=1, predict the reactants needed to synthesize it. The reactants are: [Cl:1][C:2]1[CH:10]=[CH:9][C:5](C(O)=O)=[CH:4][C:3]=1[S:11]([OH:13])=[O:12].[C:14](=[O:17])([O-])[O-].[K+].[K+].CN(C)[CH:22]=[O:23].[CH3:25]I. (8) Given the product [F:1][C:2]1[CH:3]=[C:4]([C:9]2[CH:10]=[C:11]([CH2:20][O:21][S:30]([CH3:29])(=[O:32])=[O:31])[C:12](=[O:19])[N:13]([CH2:15][CH:16]([CH3:18])[CH3:17])[N:14]=2)[CH:5]=[CH:6][C:7]=1[CH3:8], predict the reactants needed to synthesize it. The reactants are: [F:1][C:2]1[CH:3]=[C:4]([C:9]2[CH:10]=[C:11]([CH2:20][OH:21])[C:12](=[O:19])[N:13]([CH2:15][CH:16]([CH3:18])[CH3:17])[N:14]=2)[CH:5]=[CH:6][C:7]=1[CH3:8].C(N(CC)CC)C.[CH3:29][S:30](Cl)(=[O:32])=[O:31].C(=O)([O-])O.[Na+].